Dataset: Full USPTO retrosynthesis dataset with 1.9M reactions from patents (1976-2016). Task: Predict the reactants needed to synthesize the given product. (1) Given the product [CH2:13]([N:20]([C:27]1[CH:32]=[CH:31][C:30]([F:33])=[C:29]([Cl:34])[CH:28]=1)[CH:21]([CH2:24][CH:25]1[CH2:1][CH2:26]1)[CH2:22][OH:23])[C:14]1[CH:15]=[CH:16][CH:17]=[CH:18][CH:19]=1, predict the reactants needed to synthesize it. The reactants are: [CH2:1]([Zn]CC)C.C(O)(C(F)(F)F)=O.[CH2:13]([N:20]([C:27]1[CH:32]=[CH:31][C:30]([F:33])=[C:29]([Cl:34])[CH:28]=1)[CH:21]([CH2:24][CH:25]=[CH2:26])[CH2:22][OH:23])[C:14]1[CH:19]=[CH:18][CH:17]=[CH:16][CH:15]=1. (2) Given the product [Cl:12][C:8]1[CH:7]=[C:6]2[C:11](=[CH:10][CH:9]=1)[C:2]([N:16]1[CH2:17][CH2:18][NH:13][CH:14]([C:19]([NH2:21])=[O:20])[CH2:15]1)=[N:3][CH:4]=[CH:5]2, predict the reactants needed to synthesize it. The reactants are: Cl[C:2]1[C:11]2[C:6](=[CH:7][C:8]([Cl:12])=[CH:9][CH:10]=2)[CH:5]=[CH:4][N:3]=1.[NH:13]1[CH2:18][CH2:17][NH:16][CH2:15][CH:14]1[C:19]([NH2:21])=[O:20].C([O-])([O-])=O.[K+].[K+]. (3) Given the product [CH3:1][O:2][C:3]([C:5]1[C:13]2[C:8](=[CH:9][CH:10]=[CH:11][CH:12]=2)[N:7]([C:17]2[C:18]3[CH:25]=[CH:24][N:23]([CH3:26])[C:19]=3[N:20]=[CH:21][N:22]=2)[CH:6]=1)=[O:4], predict the reactants needed to synthesize it. The reactants are: [CH3:1][O:2][C:3]([C:5]1[C:13]2[C:8](=[CH:9][CH:10]=[CH:11][CH:12]=2)[NH:7][CH:6]=1)=[O:4].[H-].[Na+].Cl[C:17]1[C:18]2[CH:25]=[CH:24][N:23]([CH3:26])[C:19]=2[N:20]=[CH:21][N:22]=1.C(OCC)(=O)C. (4) Given the product [Br:6][C:7]1[CH:8]=[C:9]([N:13]([CH3:1])[C:14](=[O:16])[CH3:15])[CH:10]=[CH:11][CH:12]=1, predict the reactants needed to synthesize it. The reactants are: [CH3:1]N(C=O)C.[Br:6][C:7]1[CH:8]=[C:9]([NH:13][C:14](=[O:16])[CH3:15])[CH:10]=[CH:11][CH:12]=1.[H-].[Na+].CI. (5) Given the product [N:1]1[C:2]2[N:10]=[CH:9][CH:8]=[CH:7][C:3]=2[C:4](=[O:6])[NH:13][CH:11]=1, predict the reactants needed to synthesize it. The reactants are: [NH2:1][C:2]1[N:10]=[CH:9][CH:8]=[CH:7][C:3]=1[C:4]([OH:6])=O.[CH:11]([NH2:13])=O.